From a dataset of Forward reaction prediction with 1.9M reactions from USPTO patents (1976-2016). Predict the product of the given reaction. (1) Given the reactants [C:1]([C:5]1[O:9][N:8]=[C:7]([NH:10][C:11]([NH:13][C:14]2[CH:19]=[CH:18][CH:17]=[C:16]([SH:20])[CH:15]=2)=[O:12])[CH:6]=1)([CH3:4])([CH3:3])[CH3:2].Cl[C:22]1[C:31]2[C:26](=[CH:27][C:28]([O:37][CH2:38][CH2:39][O:40][CH3:41])=[C:29]([O:32][CH2:33][CH2:34][O:35][CH3:36])[CH:30]=2)[N:25]=[CH:24][N:23]=1.C([O-])([O-])=O.[Cs+].[Cs+], predict the reaction product. The product is: [CH3:36][O:35][CH2:34][CH2:33][O:32][C:29]1[CH:30]=[C:31]2[C:26](=[CH:27][C:28]=1[O:37][CH2:38][CH2:39][O:40][CH3:41])[N:25]=[CH:24][N:23]=[C:22]2[S:20][C:16]1[CH:15]=[C:14]([NH:13][C:11]([NH:10][C:7]2[CH:6]=[C:5]([C:1]([CH3:4])([CH3:2])[CH3:3])[O:9][N:8]=2)=[O:12])[CH:19]=[CH:18][CH:17]=1. (2) Given the reactants [Cl:1]CC([NH:5][C:6]1([CH3:12])[CH2:11][CH2:10][O:9][CH2:8][CH2:7]1)=O.NC(N)=S, predict the reaction product. The product is: [ClH:1].[CH3:12][C:6]1([NH2:5])[CH2:11][CH2:10][O:9][CH2:8][CH2:7]1. (3) The product is: [CH2:20]([O:13][C:7]1[C:8]([OH:12])=[C:9]([C:10]#[N:11])[C:2]([Br:1])=[C:3]([CH:6]=1)[C:4]#[N:5])[C:21]1[CH:26]=[CH:25][CH:24]=[CH:23][CH:22]=1. Given the reactants [Br:1][C:2]1[C:9]([C:10]#[N:11])=[C:8]([OH:12])[C:7]([OH:13])=[CH:6][C:3]=1[C:4]#[N:5].C(=O)([O-])[O-].[Cs+].[Cs+].[CH2:20](Cl)[C:21]1[CH:26]=[CH:25][CH:24]=[CH:23][CH:22]=1, predict the reaction product. (4) Given the reactants Br[C:2]1[CH:10]=[C:9]2[C:5]([CH:6]=[N:7][N:8]2[CH3:11])=[C:4]([C:12]2[O:13][C:14]([CH2:17][N:18]3[CH2:23][CH2:22][N:21]([CH:24]([CH3:26])[CH3:25])[CH2:20][CH2:19]3)=[N:15][N:16]=2)[CH:3]=1.CC1(C)C(C)(C)OB([C:35]2[CH:43]=[CH:42][CH:41]=[C:40]3[C:36]=2[CH:37]=[CH:38][NH:39]3)O1.C(=O)([O-])[O-].[Na+].[Na+], predict the reaction product. The product is: [NH:39]1[C:40]2[C:36](=[C:35]([C:2]3[CH:10]=[C:9]4[C:5]([CH:6]=[N:7][N:8]4[CH3:11])=[C:4]([C:12]4[O:13][C:14]([CH2:17][N:18]5[CH2:23][CH2:22][N:21]([CH:24]([CH3:26])[CH3:25])[CH2:20][CH2:19]5)=[N:15][N:16]=4)[CH:3]=3)[CH:43]=[CH:42][CH:41]=2)[CH:37]=[CH:38]1.